This data is from Full USPTO retrosynthesis dataset with 1.9M reactions from patents (1976-2016). The task is: Predict the reactants needed to synthesize the given product. (1) Given the product [F:35][C:36]([F:41])([F:40])[C:37]([OH:39])=[O:38].[F:1][C:2]1[CH:7]=[C:6]([N:8]2[CH:12]=[N:11][N:10]=[N:9]2)[CH:5]=[CH:4][C:3]=1[C:13]1[CH:14]=[CH:15][C:16]2[O:20][C:19]([CH:21]3[CH2:22][CH2:23][NH:24][CH2:25][CH2:26]3)=[N:18][C:17]=2[CH:34]=1, predict the reactants needed to synthesize it. The reactants are: [F:1][C:2]1[CH:7]=[C:6]([N:8]2[CH:12]=[N:11][N:10]=[N:9]2)[CH:5]=[CH:4][C:3]=1[C:13]1[CH:14]=[CH:15][C:16]2[O:20][C:19]([CH:21]3[CH2:26][CH2:25][N:24](C(OC(C)(C)C)=O)[CH2:23][CH2:22]3)=[N:18][C:17]=2[CH:34]=1.[F:35][C:36]([F:41])([F:40])[C:37]([OH:39])=[O:38]. (2) Given the product [Br:29][C:10]1[C:8]2[CH:9]=[C:5]([C:3]([N:2]([CH3:1])[CH3:28])=[O:4])[O:6][C:7]=2[C:13]([N:14]2[CH2:15][CH2:16][N:17]([CH2:20][CH2:21][C:22]3[CH:27]=[CH:26][CH:25]=[CH:24][N:23]=3)[CH2:18][CH2:19]2)=[CH:12][CH:11]=1, predict the reactants needed to synthesize it. The reactants are: [CH3:1][N:2]([CH3:28])[C:3]([C:5]1[O:6][C:7]2[C:13]([N:14]3[CH2:19][CH2:18][N:17]([CH2:20][CH2:21][C:22]4[CH:27]=[CH:26][CH:25]=[CH:24][N:23]=4)[CH2:16][CH2:15]3)=[CH:12][CH:11]=[CH:10][C:8]=2[CH:9]=1)=[O:4].[Br:29]N1C(=O)CCC1=O. (3) The reactants are: C[O:2][C:3]([CH2:5][NH:6][C:7]1[N:12]=[CH:11][C:10](/[CH:13]=[CH:14]/[C:15]([N:17]([CH3:29])[CH2:18][C:19]2[C:27]3[C:22](=[CH:23][CH:24]=[CH:25][CH:26]=3)[NH:21][C:20]=2[CH3:28])=[O:16])=[CH:9][CH:8]=1)=[O:4].[OH-].[Na+].Cl. Given the product [C:3]([CH2:5][NH:6][C:7]1[N:12]=[CH:11][C:10](/[CH:13]=[CH:14]/[C:15]([N:17]([CH3:29])[CH2:18][C:19]2[C:27]3[C:22](=[CH:23][CH:24]=[CH:25][CH:26]=3)[NH:21][C:20]=2[CH3:28])=[O:16])=[CH:9][CH:8]=1)([OH:4])=[O:2], predict the reactants needed to synthesize it. (4) Given the product [OH:1][C@H:2]1[CH2:3][CH2:4][C@H:5]([CH2:8][NH:9][C:10]([C@@H:12]2[NH:16][C@@H:15]([CH2:32][C:33]([CH3:36])([CH3:35])[CH3:34])[C@:14]3([C:44]4[C:39](=[CH:40][C:41]([Cl:45])=[CH:42][CH:43]=4)[NH:38][C:37]3=[O:46])[C@H:13]2[C:47]2[CH:52]=[CH:51][CH:50]=[C:49]([Cl:53])[C:48]=2[F:54])=[O:11])[CH2:6][CH2:7]1, predict the reactants needed to synthesize it. The reactants are: [OH:1][C@H:2]1[CH2:7][CH2:6][C@H:5]([CH2:8][NH:9][C:10]([C@@H:12]2[N:16]([C@H](C3C=CC=CC=3)[C@@H](O)C3C=CC=CC=3)[C@H:15]([CH2:32][C:33]([CH3:36])([CH3:35])[CH3:34])[C@@:14]3([C:44]4[C:39](=[CH:40][C:41]([Cl:45])=[CH:42][CH:43]=4)[NH:38][C:37]3=[O:46])[C@H:13]2[C:47]2[CH:52]=[CH:51][CH:50]=[C:49]([Cl:53])[C:48]=2[F:54])=[O:11])[CH2:4][CH2:3]1.C(#N)C.[N+]([O-])([O-])=O.[NH4+].[Ce].C(=O)([O-])O.[Na+]. (5) The reactants are: [CH3:1][C:2]1[CH:13]=[CH:12][C:5]2[N:6]=[C:7](O)[N:8]=[N+:9]([O-:10])[C:4]=2[CH:3]=1.O=P(Cl)(Cl)[Cl:16]. Given the product [Cl:16][C:7]1[N:8]=[N+:9]([O-:10])[C:4]2[CH:3]=[C:2]([CH3:1])[CH:13]=[CH:12][C:5]=2[N:6]=1, predict the reactants needed to synthesize it. (6) Given the product [C:1]([C:4]1[CH:9]=[CH:8][C:7]([N:10]([CH2:11][C:12]2[CH:13]=[CH:14][C:15]([CH:18]([OH:28])[C:19]3[CH:20]=[C:21]([CH:25]=[CH:26][CH:27]=3)[C:22]([OH:24])=[O:23])=[CH:16][CH:17]=2)[CH3:31])=[C:6]([CH3:29])[C:5]=1[OH:30])(=[O:3])[CH3:2], predict the reactants needed to synthesize it. The reactants are: [C:1]([C:4]1[CH:9]=[CH:8][C:7]([NH:10][CH2:11][C:12]2[CH:17]=[CH:16][C:15]([CH:18]([OH:28])[C:19]3[CH:20]=[C:21]([CH:25]=[CH:26][CH:27]=3)[C:22]([OH:24])=[O:23])=[CH:14][CH:13]=2)=[C:6]([CH3:29])[C:5]=1[OH:30])(=[O:3])[CH3:2].[C:31](C1C=CC(N(CC2C=CC(C(O)C3C=C(C=CC=3)C#N)=CC=2)C)=C(C)C=1O)(=O)C. (7) Given the product [OH:1][C@H:2]([CH3:15])[CH2:3][N:4]1[C:9](=[O:10])[CH:8]=[CH:7][C:6]([C:11]([OH:13])=[O:12])=[CH:5]1, predict the reactants needed to synthesize it. The reactants are: [OH:1][C@H:2]([CH3:15])[CH2:3][N:4]1[C:9](=[O:10])[CH:8]=[CH:7][C:6]([C:11]([O:13]C)=[O:12])=[CH:5]1.[OH-].[Na+].Cl. (8) The reactants are: [Cl:1][C:2]1[CH:3]=[CH:4][C:5]([O:28][CH:29]([F:31])[F:30])=[C:6]([C:8]2[C:13]([O:14][CH3:15])=[CH:12][N:11]([CH:16]([CH2:20][CH2:21][O:22][C:23]([F:26])([F:25])[F:24])[C:17](O)=[O:18])[C:10](=[O:27])[CH:9]=2)[CH:7]=1.[NH2:32][C:33]1[CH:45]=[CH:44][C:36]([C:37]([O:39][C:40]([CH3:43])([CH3:42])[CH3:41])=[O:38])=[CH:35][CH:34]=1. Given the product [Cl:1][C:2]1[CH:3]=[CH:4][C:5]([O:28][CH:29]([F:30])[F:31])=[C:6]([C:8]2[C:13]([O:14][CH3:15])=[CH:12][N:11]([CH:16]([CH2:20][CH2:21][O:22][C:23]([F:26])([F:25])[F:24])[C:17]([NH:32][C:33]3[CH:45]=[CH:44][C:36]([C:37]([O:39][C:40]([CH3:41])([CH3:42])[CH3:43])=[O:38])=[CH:35][CH:34]=3)=[O:18])[C:10](=[O:27])[CH:9]=2)[CH:7]=1, predict the reactants needed to synthesize it.